This data is from Forward reaction prediction with 1.9M reactions from USPTO patents (1976-2016). The task is: Predict the product of the given reaction. (1) Given the reactants [CH2:1]([O:3][C:4]1[C:12]([O:13][CH3:14])=[CH:11][CH:10]=[CH:9][C:5]=1[CH2:6]CN)[CH3:2].[CH3:15][NH:16]CC1C=CC2C(=CC=CC=2)C=1CCC.[ClH:31].[NH2:32][C:33]1[N:38]=[CH:37][C:36](/[CH:39]=[CH:40]/[C:41]([OH:43])=O)=[CH:35][C:34]=1[CH2:44][N:45]1[CH2:50][CH2:49][O:48][CH2:47][CH2:46]1.Cl.CN1CC2C=C(/C=C/C(O)=O)C=NC=2NC(=O)C1, predict the reaction product. The product is: [ClH:31].[NH2:32][C:33]1[N:38]=[CH:37][C:36](/[CH:39]=[CH:40]/[C:41]([N:16]([CH2:6][C:5]2[CH:9]=[CH:10][CH:11]=[C:12]([O:13][CH3:14])[C:4]=2[O:3][CH2:1][CH3:2])[CH3:15])=[O:43])=[CH:35][C:34]=1[CH2:44][N:45]1[CH2:50][CH2:49][O:48][CH2:47][CH2:46]1. (2) Given the reactants [Cl:1][C:2]1[CH:3]=[CH:4][C:5]([O:34][CH:35]([F:37])[F:36])=[C:6]([C:8]2[N:12]([CH2:13][O:14][CH2:15][CH2:16][Si:17]([CH3:20])([CH3:19])[CH3:18])[N:11]=[CH:10][C:9]=2[NH:21][C:22]([C:24]2[CH:25]=[N:26][N:27]3[CH:32]=[CH:31][C:30](Cl)=[N:29][C:28]=23)=[O:23])[CH:7]=1.[NH3:38], predict the reaction product. The product is: [Cl:1][C:2]1[CH:3]=[CH:4][C:5]([O:34][CH:35]([F:36])[F:37])=[C:6]([C:8]2[N:12]([CH2:13][O:14][CH2:15][CH2:16][Si:17]([CH3:18])([CH3:20])[CH3:19])[N:11]=[CH:10][C:9]=2[NH:21][C:22]([C:24]2[CH:25]=[N:26][N:27]3[CH:32]=[CH:31][C:30]([NH2:38])=[N:29][C:28]=23)=[O:23])[CH:7]=1.